This data is from Cav3 T-type calcium channel HTS with 100,875 compounds. The task is: Binary Classification. Given a drug SMILES string, predict its activity (active/inactive) in a high-throughput screening assay against a specified biological target. The compound is OC1(C(=O)C=2C(=CC1=O)C=C(OC2)c1ccc(cc1)C#N)C. The result is 0 (inactive).